This data is from Catalyst prediction with 721,799 reactions and 888 catalyst types from USPTO. The task is: Predict which catalyst facilitates the given reaction. (1) Reactant: Cl[C:2]1[N:7]=[C:6]([NH:8][C@@H:9]2[CH2:14][CH2:13][CH2:12][CH2:11][C@H:10]2[N:15]([CH3:20])[S:16]([CH3:19])(=[O:18])=[O:17])[C:5]([Cl:21])=[CH:4][N:3]=1.[NH2:22][C:23]1[CH:37]=[CH:36][C:26]2[N:27]([CH3:35])[C:28](=[O:34])[CH2:29][CH2:30][C:31]([CH3:33])([CH3:32])[C:25]=2[CH:24]=1.C12(CS(O)(=O)=O)C(C)(C)C(CC1)CC2=O.C(=O)([O-])[O-]. Product: [Cl:21][C:5]1[C:6]([NH:8][C@@H:9]2[CH2:14][CH2:13][CH2:12][CH2:11][C@H:10]2[N:15]([CH3:20])[S:16]([CH3:19])(=[O:18])=[O:17])=[N:7][C:2]([NH:22][C:23]2[CH:37]=[CH:36][C:26]3[N:27]([CH3:35])[C:28](=[O:34])[CH2:29][CH2:30][C:31]([CH3:33])([CH3:32])[C:25]=3[CH:24]=2)=[N:3][CH:4]=1. The catalyst class is: 32. (2) Reactant: NN.[CH3:3][O:4][C:5]1[C:27]([O:28][CH3:29])=[CH:26][C:8]([C:9]([N:11]2[CH2:15][C@H:14]([OH:16])[CH2:13][C@H:12]2[CH2:17][O:18][Si:19]([C:22]([CH3:25])([CH3:24])[CH3:23])([CH3:21])[CH3:20])=[O:10])=[C:7]([N+:30]([O-])=O)[CH:6]=1.O=[Al]O[Al]=O.C(Cl)(Cl)Cl.CO. Product: [NH2:30][C:7]1[CH:6]=[C:5]([O:4][CH3:3])[C:27]([O:28][CH3:29])=[CH:26][C:8]=1[C:9]([N:11]1[CH2:15][C@H:14]([OH:16])[CH2:13][C@H:12]1[CH2:17][O:18][Si:19]([C:22]([CH3:25])([CH3:24])[CH3:23])([CH3:21])[CH3:20])=[O:10]. The catalyst class is: 94. (3) Reactant: F[C:2]1[CH:7]=[CH:6][CH:5]=[C:4]([F:8])[N:3]=1.[CH:9]1([C:13]#[N:14])[CH2:12][CH2:11][CH2:10]1.C1(C)C=CC=CC=1.C[Si](C)(C)[N-][Si](C)(C)C.[Na+]. Product: [F:8][C:4]1[N:3]=[C:2]([C:9]2([C:13]#[N:14])[CH2:12][CH2:11][CH2:10]2)[CH:7]=[CH:6][CH:5]=1. The catalyst class is: 161. (4) Product: [CH3:11][N:12]1[C:20]2[C:15](=[CH:16][CH:17]=[CH:18][CH:19]=2)[C:14]2([O:21][CH:2]3[CH:3]=[CH:4][C:5]4[C:10]([N:1]3[C:30]3[CH:31]=[CH:32][CH:33]=[CH:34][C:29]2=3)=[CH:9][CH:8]=[CH:7][CH:6]=4)[C:13]1=[O:22]. Reactant: [N:1]1[C:10]2[C:5](=[CH:6][CH:7]=[CH:8][CH:9]=2)[CH:4]=[CH:3][CH:2]=1.[CH3:11][N:12]1[C:20]2[C:15](=[CH:16][CH:17]=[CH:18][CH:19]=2)[C:14](=[O:21])[C:13]1=[O:22].FC(F)(F)S(O[C:29]1[CH:34]=[CH:33][CH:32]=[CH:31][C:30]=1[Si](C)(C)C)(=O)=O.[F-].[K+].O1CCOCCOCCOCCOCCOCC1. The catalyst class is: 1. (5) Reactant: [CH2:1]([O:3][C:4](=[O:21])[CH:5]([CH2:13][S:14][C:15]1[CH:20]=[CH:19][CH:18]=[CH:17][CH:16]=1)[NH:6][C:7](=O)[CH2:8][CH:9]([CH3:11])[CH3:10])[CH3:2].[ClH:22]. Product: [ClH:22].[CH2:1]([O:3][C:4](=[O:21])[CH:5]([CH2:13][S:14][C:15]1[CH:16]=[CH:17][CH:18]=[CH:19][CH:20]=1)[NH:6][CH2:7][CH2:8][CH:9]([CH3:11])[CH3:10])[CH3:2]. The catalyst class is: 214. (6) Reactant: FC(F)(F)S(O[C:7]1[CH:8]=[C:9]2[C:14](=[CH:15][C:16]=1[O:17][CH3:18])[N:13]=[CH:12][N:11]=[C:10]2[NH:19][C:20]1[CH:25]=[CH:24][CH:23]=[C:22]([Cl:26])[C:21]=1[F:27])(=O)=O.[CH:30]([O:32]CCCC)=[CH2:31].C(N(CC)CC)C.C1(P(C2C=CC=CC=2)CCCP(C2C=CC=CC=2)C2C=CC=CC=2)C=CC=CC=1.Cl.C(=O)([O-])O.[Na+]. Product: [Cl:26][C:22]1[C:21]([F:27])=[C:20]([NH:19][C:10]2[C:9]3[C:14](=[CH:15][C:16]([O:17][CH3:18])=[C:7]([C:30](=[O:32])[CH3:31])[CH:8]=3)[N:13]=[CH:12][N:11]=2)[CH:25]=[CH:24][CH:23]=1. The catalyst class is: 274. (7) Reactant: [CH3:1][C:2]1([CH3:13])[CH2:12][CH2:11][C:5]2([O:9][C:8](=[O:10])[CH2:7][CH2:6]2)[CH2:4][CH2:3]1.OS(O)(=O)=O. Product: [CH2:1]([O:9][C:8](=[O:10])[CH2:7][CH2:6][C:5]1[CH2:11][CH2:12][C:2]([CH3:13])([CH3:1])[CH2:3][CH:4]=1)[CH2:2][CH2:3][CH3:4]. The catalyst class is: 51. (8) Product: [C:21]([O:25][C:26](=[O:38])[NH:27][C@H:28]1[C:36]2[C:31](=[CH:32][CH:33]=[C:34]([O:37][C:2]3[N:3]=[C:4]4[C:10]([CH:11]=[O:12])=[CH:9][N:8]([CH2:13][O:14][CH2:15][CH2:16][Si:17]([CH3:20])([CH3:19])[CH3:18])[C:5]4=[N:6][CH:7]=3)[CH:35]=2)[CH2:30][CH2:29]1)([CH3:24])([CH3:22])[CH3:23]. The catalyst class is: 222. Reactant: Br[C:2]1[N:3]=[C:4]2[C:10]([CH:11]=[O:12])=[CH:9][N:8]([CH2:13][O:14][CH2:15][CH2:16][Si:17]([CH3:20])([CH3:19])[CH3:18])[C:5]2=[N:6][CH:7]=1.[C:21]([O:25][C:26](=[O:38])[NH:27][C@H:28]1[C:36]2[C:31](=[CH:32][CH:33]=[C:34]([OH:37])[CH:35]=2)[CH2:30][CH2:29]1)([CH3:24])([CH3:23])[CH3:22].C(P(C(C)(C)C)C1C=CC=CC=1C1C=CC=CC=1N(C)C)(C)(C)C.[O-]P([O-])([O-])=O.[K+].[K+].[K+]. (9) Reactant: [F:1][C:2]([F:16])([F:15])[C:3]1[CH:4]=[C:5]([NH2:14])[C:6]([NH2:13])=[CH:7][C:8]=1[C:9]([F:12])([F:11])[F:10].C([O:21][C:22](=O)[CH2:23][C:24](=O)[C:25]1[CH:30]=[CH:29][CH:28]=[C:27]([C:31]2[CH:32]=[N:33][CH:34]=[CH:35][CH:36]=2)[CH:26]=1)(C)(C)C.C(O)(C(F)(F)F)=O. Product: [N:33]1[CH:34]=[CH:35][CH:36]=[C:31]([C:27]2[CH:26]=[C:25]([C:24]3[CH2:23][C:22](=[O:21])[NH:13][C:6]4[CH:7]=[C:8]([C:9]([F:12])([F:11])[F:10])[C:3]([C:2]([F:15])([F:16])[F:1])=[CH:4][C:5]=4[N:14]=3)[CH:30]=[CH:29][CH:28]=2)[CH:32]=1. The catalyst class is: 308.